This data is from Forward reaction prediction with 1.9M reactions from USPTO patents (1976-2016). The task is: Predict the product of the given reaction. Given the reactants I[CH3:2].[N-:3]=[N+:4]=[N-:5].[Na+].[C:7]1([C:13]#[CH:14])[CH:12]=[CH:11][CH:10]=[CH:9][CH:8]=1, predict the reaction product. The product is: [CH3:2][N:3]1[CH:14]=[C:13]([C:7]2[CH:12]=[CH:11][CH:10]=[CH:9][CH:8]=2)[N:5]=[N:4]1.